Dataset: Full USPTO retrosynthesis dataset with 1.9M reactions from patents (1976-2016). Task: Predict the reactants needed to synthesize the given product. (1) Given the product [NH2:20][C:15]1[C:14]2[NH:21][C:4](=[O:3])[N:5]([CH2:6][C:7]3[CH:12]=[CH:11][CH:10]=[CH:9][CH:8]=3)[C:13]=2[CH:18]=[C:17]([Br:19])[N:16]=1, predict the reactants needed to synthesize it. The reactants are: C([O:3][C:4](=O)[N:5]([C:13]1[CH:18]=[C:17]([Br:19])[N:16]=[C:15]([NH2:20])[C:14]=1[N+:21]([O-])=O)[CH2:6][C:7]1[CH:12]=[CH:11][CH:10]=[CH:9][CH:8]=1)C. (2) Given the product [Cl:1][C:2]1[CH:3]=[C:4]([C:9]2[CH:13]=[C:12]([C:14]([N:16]3[CH2:20][C:19](=[O:21])[NH:18][CH2:17]3)=[O:15])[S:11][C:10]=2[C:22]2[CH:23]=[C:24]([C:29]#[N:30])[CH:25]=[C:26]([F:28])[CH:27]=2)[CH:5]=[CH:6][CH:7]=1, predict the reactants needed to synthesize it. The reactants are: [Cl:1][C:2]1[CH:3]=[C:4]([C:9]2[CH:13]=[C:12]([C:14]([N:16]3[CH2:20][C:19](=[O:21])[NH:18][CH2:17]3)=[O:15])[S:11][C:10]=2[C:22]2[CH:23]=[C:24]([C:29]#[N:30])[CH:25]=[C:26]([F:28])[CH:27]=2)[CH:5]=[CH:6][C:7]=1F.BrC1C=C(C(OCC)=O)SC=1Br. (3) Given the product [C:19]1([NH:22][C:13]([C:10]2[CH:11]=[N:12][C:7]([C:3]3[CH:2]=[N:1][CH:6]=[CH:5][CH:4]=3)=[N:8][CH:9]=2)=[O:15])[CH:20]=[CH:21][CH:16]=[CH:17][CH:18]=1, predict the reactants needed to synthesize it. The reactants are: [N:1]1[CH:6]=[CH:5][CH:4]=[C:3]([C:7]2[N:12]=[CH:11][C:10]([C:13]([OH:15])=O)=[CH:9][N:8]=2)[CH:2]=1.[CH2:16]1[CH2:21][CH2:20][CH:19]([N:22]=C=[N:22][CH:19]2[CH2:20][CH2:21][CH2:16][CH2:17][CH2:18]2)[CH2:18][CH2:17]1.NC1C=CC=CC=1.C(O)C(N)(CO)CO. (4) Given the product [F:16][C:17]1[CH:22]=[CH:21][C:20]([C:2]2[CH:7]=[CH:6][N:5]=[CH:4][C:3]=2[NH:8][CH2:9][CH:10]2[CH2:15][CH2:14][CH2:13][O:12][CH2:11]2)=[C:19]([O:26][CH3:27])[CH:18]=1, predict the reactants needed to synthesize it. The reactants are: I[C:2]1[CH:7]=[CH:6][N:5]=[CH:4][C:3]=1[NH:8][CH2:9][CH:10]1[CH2:15][CH2:14][CH2:13][O:12][CH2:11]1.[F:16][C:17]1[CH:22]=[CH:21][C:20](B(O)O)=[C:19]([O:26][CH3:27])[CH:18]=1.